Dataset: Reaction yield outcomes from USPTO patents with 853,638 reactions. Task: Predict the reaction yield, written as a fraction of the theoretical maximum amount of product (1.0 means a 100% yield; for example, 0.34 means a 34% yield). The reactants are [NH2:1][C:2]1[CH:3]=[N:4][O:5][C:6]=1[CH3:7].N1C=CC=CC=1.Cl[C:15]([O:17][C:18]1[CH:23]=[CH:22][CH:21]=[CH:20][CH:19]=1)=[O:16]. The catalyst is C1COCC1.C(OCC)(=O)C. The product is [CH3:7][C:6]1[O:5][N:4]=[CH:3][C:2]=1[NH:1][C:15](=[O:16])[O:17][C:18]1[CH:23]=[CH:22][CH:21]=[CH:20][CH:19]=1. The yield is 0.640.